From a dataset of Full USPTO retrosynthesis dataset with 1.9M reactions from patents (1976-2016). Predict the reactants needed to synthesize the given product. (1) Given the product [CH3:19][C:16]1[N:17]=[CH:18][C:13]([CH:5]([CH2:6][CH2:7][CH2:8][CH2:9][CH2:10][CH2:11][CH3:12])[C:4]([OH:20])=[O:3])=[CH:14][N:15]=1, predict the reactants needed to synthesize it. The reactants are: C([O:3][C:4](=[O:20])[CH:5]([C:13]1[CH:14]=[N:15][C:16]([CH3:19])=[N:17][CH:18]=1)[CH2:6][CH2:7][CH2:8][CH2:9][CH2:10][CH2:11][CH3:12])C.[OH-].[Na+].Cl. (2) Given the product [CH:1]1([C:5]2[C:14]([C:15]3[NH:19][C:18]([CH2:20][CH3:21])=[N:17][N:16]=3)=[CH:13][C:8]([C:9]([OH:11])=[O:10])=[C:7]([CH2:22][CH3:23])[CH:6]=2)[CH2:2][CH2:3][CH2:4]1, predict the reactants needed to synthesize it. The reactants are: [CH:1]1([C:5]2[C:14]([C:15]3[NH:19][C:18]([CH2:20][CH3:21])=[N:17][N:16]=3)=[CH:13][C:8]([C:9]([O:11]C)=[O:10])=[C:7]([CH2:22][CH3:23])[CH:6]=2)[CH2:4][CH2:3][CH2:2]1.[OH-].[Na+].